From a dataset of Forward reaction prediction with 1.9M reactions from USPTO patents (1976-2016). Predict the product of the given reaction. (1) Given the reactants [N:1]1([C:7]2[CH:12]=[CH:11][N:10]3[N:13]=[C:14]([C:26]4[CH:31]=[CH:30][CH:29]=[CH:28][CH:27]=4)[C:15]([C:16]4[CH:17]=[CH:18][C:19](=[O:25])[N:20]([CH:22]([CH3:24])[CH3:23])[N:21]=4)=[C:9]3[CH:8]=2)[CH2:6][CH2:5][NH:4][CH2:3][CH2:2]1.C(N(CC)CC)C.[C:39](Cl)(=[O:42])[O:40][CH3:41], predict the reaction product. The product is: [O:25]=[C:19]1[CH:18]=[CH:17][C:16]([C:15]2[C:14]([C:26]3[CH:27]=[CH:28][CH:29]=[CH:30][CH:31]=3)=[N:13][N:10]3[CH:11]=[CH:12][C:7]([N:1]4[CH2:2][CH2:3][N:4]([C:39]([O:40][CH3:41])=[O:42])[CH2:5][CH2:6]4)=[CH:8][C:9]=23)=[N:21][N:20]1[CH:22]([CH3:24])[CH3:23]. (2) Given the reactants [Cl:1][C:2]1[CH:7]=[CH:6][CH:5]=[CH:4][C:3]=1[CH2:8][C:9]([OH:11])=O.[CH3:12][O:13][NH:14][CH3:15].CCN=C=NCCCN(C)C.C1C=CC2N(O)N=NC=2C=1.CN1CCOCC1, predict the reaction product. The product is: [Cl:1][C:2]1[CH:7]=[CH:6][CH:5]=[CH:4][C:3]=1[CH2:8][C:9]([N:14]([O:13][CH3:12])[CH3:15])=[O:11]. (3) Given the reactants Cl[S:2]([C:5]1[CH:32]=[C:8]2[CH2:9][N:10]([C:14]([O:16][CH2:17][C:18]3[CH:23]=[C:22]([C:24]([F:27])([F:26])[F:25])[CH:21]=[C:20]([C:28]([F:31])([F:30])[F:29])[CH:19]=3)=[O:15])[CH2:11][CH2:12][CH2:13][N:7]2[N:6]=1)(=[O:4])=[O:3].[CH2:33]([N:35](CC)[CH2:36]C)C.Cl.CNC, predict the reaction product. The product is: [CH3:33][N:35]([CH3:36])[S:2]([C:5]1[CH:32]=[C:8]2[CH2:9][N:10]([C:14]([O:16][CH2:17][C:18]3[CH:23]=[C:22]([C:24]([F:27])([F:26])[F:25])[CH:21]=[C:20]([C:28]([F:31])([F:30])[F:29])[CH:19]=3)=[O:15])[CH2:11][CH2:12][CH2:13][N:7]2[N:6]=1)(=[O:4])=[O:3]. (4) Given the reactants [NH2:1][C:2]1[CH:7]=[C:6]([CH3:8])[CH:5]=[CH:4][N:3]=1.Br[CH:10]([CH2:13][C:14]([CH3:19])([N+:16]([O-:18])=[O:17])[CH3:15])[CH:11]=O, predict the reaction product. The product is: [CH3:8][C:6]1[CH:5]=[CH:4][N:3]2[C:10]([CH2:13][C:14]([CH3:19])([N+:16]([O-:18])=[O:17])[CH3:15])=[CH:11][N:1]=[C:2]2[CH:7]=1. (5) Given the reactants [CH2:1]([C:5]1[CH:10]=[CH:9][C:8]([C:11]#[CH:12])=[CH:7][CH:6]=1)[CH2:2][CH2:3][CH3:4].Br[C:14]1[CH:23]=[CH:22][C:17]([C:18]([O:20][CH3:21])=[O:19])=[CH:16][CH:15]=1, predict the reaction product. The product is: [CH2:1]([C:5]1[CH:6]=[CH:7][C:8]([C:11]#[C:12][C:14]2[CH:23]=[CH:22][C:17]([C:18]([O:20][CH3:21])=[O:19])=[CH:16][CH:15]=2)=[CH:9][CH:10]=1)[CH2:2][CH2:3][CH3:4]. (6) The product is: [Cl:37][C:38]1[CH:39]=[N:40][CH:41]=[C:42]([Cl:45])[C:43]=1[NH:44][C:23]([C:21]1[C:20]2[C:19]3[C:14](=[C:15]([Cl:26])[CH:16]=[CH:17][CH:18]=3)[N:13]([CH2:27][C:28]3[CH:33]=[CH:32][C:31]([F:34])=[CH:30][CH:29]=3)[C:12]=2[C:11]([O:35][CH3:36])=[CH:10][CH:22]=1)=[O:24]. Given the reactants [N+](C1C=CC([C:10]2[CH:22]=[C:21]([C:23]([O-])=[O:24])[C:20]3[C:19]4[C:14](=[C:15]([Cl:26])[CH:16]=[CH:17][CH:18]=4)[N:13]([CH2:27][C:28]4[CH:33]=[CH:32][C:31]([F:34])=[CH:30][CH:29]=4)[C:12]=3[C:11]=2[O:35][CH3:36])=CC=1)([O-])=O.[Cl:37][C:38]1[CH:39]=[N:40][CH:41]=[C:42]([Cl:45])[C:43]=1[NH2:44].[H-].[Na+], predict the reaction product.